Predict the reaction yield, written as a fraction of the theoretical maximum amount of product (1.0 means a 100% yield; for example, 0.34 means a 34% yield). From a dataset of Reaction yield outcomes from USPTO patents with 853,638 reactions. (1) The reactants are [Br:1][C:2]1[CH:3]=[C:4]([C:7]([OH:9])=[O:8])[S:5][CH:6]=1.S(=O)(=O)(O)O.O.[CH3:16]O. No catalyst specified. The product is [Br:1][C:2]1[CH:3]=[C:4]([C:7]([O:9][CH3:16])=[O:8])[S:5][CH:6]=1. The yield is 0.900. (2) The reactants are Br[C:2]1[CH:3]=[CH:4][C:5]2[O:11][CH2:10][CH2:9][N:8]3[CH:12]=[C:13]([C:15]4[N:19]([C:20]5[CH:25]=[CH:24][CH:23]=[CH:22][C:21]=5[Cl:26])[N:18]=[C:17]([NH2:27])[N:16]=4)[N:14]=[C:7]3[C:6]=2[CH:28]=1.[C:29]1(B(O)O)[CH:34]=[CH:33][CH:32]=[CH:31][CH:30]=1.C([O-])([O-])=O.[Cs+].[Cs+].O. The catalyst is O1CCOCC1.C1C=CC(P(C2C=CC=CC=2)[C-]2C=CC=C2)=CC=1.C1C=CC(P(C2C=CC=CC=2)[C-]2C=CC=C2)=CC=1.Cl[Pd]Cl.[Fe+2]. The product is [Cl:26][C:21]1[CH:22]=[CH:23][CH:24]=[CH:25][C:20]=1[N:19]1[C:15]([C:13]2[N:14]=[C:7]3[C:6]4[CH:28]=[C:2]([C:29]5[CH:34]=[CH:33][CH:32]=[CH:31][CH:30]=5)[CH:3]=[CH:4][C:5]=4[O:11][CH2:10][CH2:9][N:8]3[CH:12]=2)=[N:16][C:17]([NH2:27])=[N:18]1. The yield is 0.210. (3) The reactants are [CH3:1][O:2][C:3]([NH:5][C@@H:6]([CH:59]([CH3:61])[CH3:60])[C:7]([N:9]1[C@H:13]([C:14]2[NH:18][C:17]3[C:19]4[C:24]([CH:25]=[CH:26][C:16]=3[N:15]=2)=[CH:23][C:22]2[C:27]3[C:32]([CH2:33][O:34][C:21]=2[CH:20]=4)=[CH:31][C:30]([C:35]2[NH:39][C:38]([CH:40]4[CH2:44][CH2:43][CH2:42][N:41]4[C:45](=[O:55])[C@@H:46]([NH:50][C:51](=[O:54])[O:52][CH3:53])[CH:47]([CH3:49])[CH3:48])=[N:37][CH:36]=2)=[CH:29][CH:28]=3)[CH2:12][C@@H:11]2[CH2:56][CH2:57][CH2:58][C@H:10]12)=[O:8])=[O:4].[CH3:62][O:63][C:64](N[C@@H](C(C)C)C(O)=O)=O. No catalyst specified. The product is [CH3:1][O:2][C:3]([NH:5][C@@H:6]([CH:59]([CH3:61])[CH3:60])[C:7]([N:9]1[C@H:13]([C:14]2[NH:18][C:17]3[C:19]4[C:24]([CH:25]=[CH:26][C:16]=3[N:15]=2)=[CH:23][C:22]2[C:27]3[C:32]([CH2:33][O:34][C:21]=2[CH:20]=4)=[CH:31][C:30]([C:35]2[NH:39][C:38]([CH:40]4[CH2:44][CH2:43][CH2:42][N:41]4[C:45](=[O:55])[C@@H:46]([NH:50][C:51](=[O:54])[O:52][CH3:53])[CH:47]4[CH2:49][CH2:64][O:63][CH2:62][CH2:48]4)=[N:37][CH:36]=2)=[CH:29][CH:28]=3)[CH2:12][C@@H:11]2[CH2:56][CH2:57][CH2:58][C@H:10]12)=[O:8])=[O:4]. The yield is 0.560.